From a dataset of Full USPTO retrosynthesis dataset with 1.9M reactions from patents (1976-2016). Predict the reactants needed to synthesize the given product. Given the product [OH:31][C:20]1[CH:19]=[CH:18][C:17]2[CH:16]([C:11]3[CH:12]=[CH:13][CH:14]=[CH:15][C:10]=3[C:9]([N:34]([CH3:38])[CH3:35])=[O:8])[C:29]3[C:24]([O:23][C:22]=2[CH:21]=1)=[CH:25][C:26]([OH:30])=[CH:27][CH:28]=3, predict the reactants needed to synthesize it. The reactants are: O=C1CCC(=O)N1[O:8][C:9](=O)[C:10]1[CH:15]=[CH:14][CH:13]=[CH:12][C:11]=1[C:16]1[C:17]2[C:22]([O:23][C:24]3[C:29]=1[CH:28]=[CH:27][C:26](=[O:30])[CH:25]=3)=[CH:21][C:20]([OH:31])=[CH:19][CH:18]=2.O[N:34]1[C:38](=O)CC[C:35]1=O.C1(N=C=NC2CCCCC2)CCCCC1.Cl.CNC.C(N(CC)CC)C.